From a dataset of Full USPTO retrosynthesis dataset with 1.9M reactions from patents (1976-2016). Predict the reactants needed to synthesize the given product. (1) The reactants are: [CH:1]([C:4]1[CH:9]=[CH:8][C:7]([C:10]2[CH:11]=[C:12]([CH2:28][C:29]([O:31]C)=[O:30])[CH:13]=[CH:14][C:15]=2[O:16][CH2:17][C:18]2[CH:23]=[CH:22][C:21]([C:24]([F:27])([F:26])[F:25])=[CH:20][CH:19]=2)=[CH:6][CH:5]=1)([CH3:3])[CH3:2].Cl. Given the product [CH3:6][CH2:5][CH2:4][CH:1]([CH3:3])[CH3:2].[CH:1]([C:4]1[CH:9]=[CH:8][C:7]([C:10]2[CH:11]=[C:12]([CH2:28][C:29]([OH:31])=[O:30])[CH:13]=[CH:14][C:15]=2[O:16][CH2:17][C:18]2[CH:23]=[CH:22][C:21]([C:24]([F:25])([F:27])[F:26])=[CH:20][CH:19]=2)=[CH:6][CH:5]=1)([CH3:3])[CH3:2], predict the reactants needed to synthesize it. (2) Given the product [NH2:12][C:11]1[CH:10]=[C:5]([CH:4]=[C:3]([O:15][CH3:16])[C:2]=1[Cl:1])[C:6]([O:8][CH3:9])=[O:7], predict the reactants needed to synthesize it. The reactants are: [Cl:1][C:2]1[C:11]([N+:12]([O-])=O)=[CH:10][C:5]([C:6]([O:8][CH3:9])=[O:7])=[CH:4][C:3]=1[O:15][CH3:16].Cl. (3) Given the product [F:23][C:2]([F:1])([C:19]([F:22])([F:20])[F:21])[C:3]([F:17])([F:18])[C:4]1[CH:16]=[CH:15][C:7]2[S:8][C:9]([C:11]([OH:13])=[O:12])=[CH:10][C:6]=2[CH:5]=1, predict the reactants needed to synthesize it. The reactants are: [F:1][C:2]([F:23])([C:19]([F:22])([F:21])[F:20])[C:3]([F:18])([F:17])[C:4]1[CH:16]=[CH:15][C:7]2[S:8][C:9]([C:11]([O:13]C)=[O:12])=[CH:10][C:6]=2[CH:5]=1.O.[OH-].[Li+].O. (4) Given the product [CH3:11][C:3]1[C:4]2[N:8]=[CH:7][NH:6][C:5]=2[CH:9]=[CH:10][C:2]=1[C:12]#[N:13], predict the reactants needed to synthesize it. The reactants are: Br[C:2]1[CH:10]=[CH:9][C:5]2[NH:6][CH:7]=[N:8][C:4]=2[C:3]=1[CH3:11].[CH3:12][N:13](C=O)C. (5) Given the product [C:1]([O:5][C:6]([NH:8][CH2:9][CH:10]([C:16]1[CH:17]=[CH:18][C:19]([CH2:22][O:23][Si:24]([CH:25]([CH3:27])[CH3:26])([CH:28]([CH3:30])[CH3:29])[CH:31]([CH3:32])[CH3:33])=[CH:20][CH:21]=1)[C:11]([OH:13])=[O:12])=[O:7])([CH3:4])([CH3:2])[CH3:3], predict the reactants needed to synthesize it. The reactants are: [C:1]([O:5][C:6]([NH:8][CH2:9][CH:10]([C:16]1[CH:21]=[CH:20][C:19]([CH2:22][O:23][Si:24]([CH:31]([CH3:33])[CH3:32])([CH:28]([CH3:30])[CH3:29])[CH:25]([CH3:27])[CH3:26])=[CH:18][CH:17]=1)[C:11]([O:13]CC)=[O:12])=[O:7])([CH3:4])([CH3:3])[CH3:2].[OH-].[Na+].Cl.